Dataset: Peptide-MHC class I binding affinity with 185,985 pairs from IEDB/IMGT. Task: Regression. Given a peptide amino acid sequence and an MHC pseudo amino acid sequence, predict their binding affinity value. This is MHC class I binding data. (1) The peptide sequence is HEVHAVWPG. The MHC is HLA-B48:01 with pseudo-sequence HLA-B48:01. The binding affinity (normalized) is 0.0847. (2) The peptide sequence is SNSKEIPSFR. The MHC is HLA-A31:01 with pseudo-sequence HLA-A31:01. The binding affinity (normalized) is 0.401.